This data is from Aqueous solubility values for 9,982 compounds from the AqSolDB database. The task is: Regression/Classification. Given a drug SMILES string, predict its absorption, distribution, metabolism, or excretion properties. Task type varies by dataset: regression for continuous measurements (e.g., permeability, clearance, half-life) or binary classification for categorical outcomes (e.g., BBB penetration, CYP inhibition). For this dataset (solubility_aqsoldb), we predict Y. (1) The molecule is CC. The Y is -2.69 log mol/L. (2) The drug is OC[C@H]1O[C@](O)(CO)[C@@H](O)[C@@H]1O[C@@H]1O[C@H](CO)[C@H](O)[C@H](O)[C@H]1O. The Y is 0.349 log mol/L.